From a dataset of Peptide-MHC class I binding affinity with 185,985 pairs from IEDB/IMGT. Regression. Given a peptide amino acid sequence and an MHC pseudo amino acid sequence, predict their binding affinity value. This is MHC class I binding data. (1) The peptide sequence is NEILIRCII. The MHC is H-2-Kk with pseudo-sequence H-2-Kk. The binding affinity (normalized) is 0.961. (2) The peptide sequence is CYPRLWGVR. The MHC is HLA-A69:01 with pseudo-sequence HLA-A69:01. The binding affinity (normalized) is 0.0847. (3) The peptide sequence is YLQYSISTA. The MHC is HLA-A02:01 with pseudo-sequence HLA-A02:01. The binding affinity (normalized) is 1.00. (4) The peptide sequence is AYSSWMYSY. The MHC is HLA-A26:01 with pseudo-sequence HLA-A26:01. The binding affinity (normalized) is 0.